Task: Binary Classification. Given a miRNA mature sequence and a target amino acid sequence, predict their likelihood of interaction.. Dataset: Experimentally validated miRNA-target interactions with 360,000+ pairs, plus equal number of negative samples (1) The miRNA is hsa-miR-5681a with sequence AGAAAGGGUGGCAAUACCUCUU. The protein sequence of the target gene is MEVDTEEKRHRTRSKGVRVPVEPAIQELFSCPTPGCDGSGHVSGKYARHRSVYGCPLAKKRKTQDKQPQEPAPKRKPFAVKADSSSVDECDDSDGTEDMDEKEEDEGEEYSEDNDEPGDEDEEDEEGDREEEEEIEEEDEDDDEDGEDVEDEEEEEEEEEEEEEEEENEDHQMNCHNTRIMQDTEKDDNNNDEYDNYDELVAKSLLNLGKIAEDAAYRARTESEMNSNTSNSLEDDSDKNENLGRKSELSLDLDSDVVRETVDSLKLLAQGHGVVLSENMNDRNYADSMSQQDSRNMNYV.... Result: 0 (no interaction). (2) The miRNA is hsa-miR-6888-5p with sequence AAGGAGAUGCUCAGGCAGAU. The protein sequence of the target gene is MYQVSGQRPSGCDAPYGAPSAAPGPAQTLSLLPGLEVVTGSTHPAEAAPEEGSLEEAATPMPQGNGPGIPQGLDSTDLDVPTEAVTCQPQGNPLGCTPLLPNDSGHPSELGGTRRAGNGALGGPKAHRKLQTHPSLASQGSKKSKSSSKSTTSQIPLQAQEDCCVHCILSCLFCEFLTLCNIVLDCATCGSCSSEDSCLCCCCCGSGECADCDLPCDLDCGILDACCESADCLEICMECCGLCFSS. Result: 1 (interaction). (3) The miRNA is hsa-miR-302c-3p with sequence UAAGUGCUUCCAUGUUUCAGUGG. The protein sequence of the target gene is MFSAGAESLLHQAREIQDEELRRFCSRVTKLLQEAPGPATVDALQRLFLIVSATKYPRRLEKMCVDLLQTTLCLPASPEQLQVLCAAILREMSPFNDLALSCDHTPNTRQLSLVASVLLAQGDRKGEIRCVSQRIFKILENRQPEGPSVRPLLPILSKVIGLAPGILMEDQTNLLSKRLVDWLRYASIQQGLPYSGGFFSTPRTRQPGPITEVDGAVASDFFTVLSTGQHFTEDQWVNMQAFSMLRKWLLHSGPEDPCSPDADDKSELEGSTLSVLSAASTASRLLPPRERLREVAFEYC.... Result: 0 (no interaction). (4) The miRNA is mmu-miR-106b-5p with sequence UAAAGUGCUGACAGUGCAGAU. The protein sequence of the target gene is MRTIAILAAILLVALQAQAESLQERADEATTQKQSGEDNQDLAISFAGNGLSALRTSGSQARATCYCRTGRCATRESLSGVCEISGRLYRLCCR. Result: 0 (no interaction). (5) The miRNA is hsa-miR-548ao-5p with sequence AGAAGUAACUACGGUUUUUGCA. The protein sequence of the target gene is MVTGVTAANMTNVLGTAVVPAQLKETPLKSDRRSNKPIMEKRRRARINNCLNELKTLILDATKKDPARHSKLEKADILEKTVKHLQELQRQQAAMQQAADPKIVNKFKAGFADCVNEVSRFPGIEPAQRRRLLQHLSNCINGVKTELHQQQRQQQQQSIHAQMLPSPPSSPEQDSQQGAAAPYLFGIQQTASGYFLPNGMQVIPTKLPNGSIALVLPQSLPQQQQQQLLQHQQQQQQLAVAAAAAAAAAAQQQPMLVSMPQRTASTGSASSHSSAGYESAPGSSSSCSYAPPSPANSSYE.... Result: 0 (no interaction). (6) The miRNA is hsa-miR-520f-3p with sequence AAGUGCUUCCUUUUAGAGGGUU. The protein sequence of the target gene is MTTPNKTPPGADPKQLERTGTVREIGSQAVWSLSSCKPGFGVDQLRDDNLETYWQSDGSQPHLVNIQFRRKTTVKTLCIYADYKSDESYTPSKISVRVGNNFHNLQEIRQLELVEPSGWIHVPLTDNHKKPTRTFMIQIAVLANHQNGRDTHMRQIKIYTPVEESSIGKFPRCTTIDFMMYRSIR. Result: 0 (no interaction).